Dataset: Forward reaction prediction with 1.9M reactions from USPTO patents (1976-2016). Task: Predict the product of the given reaction. (1) Given the reactants [CH2:1]1[C:9]2[C:4](=[CH:5][C:6]([CH2:10][C:11]([NH:13][C@H:14]3[CH2:19][C:18]4[CH:20]=[CH:21][CH:22]=[C:23]([C:24]([OH:26])=[O:25])[C:17]=4[O:16][B:15]3[OH:27])=[O:12])=[CH:7][CH:8]=2)[CH2:3][NH:2]1.Cl.[CH3:29]O, predict the reaction product. The product is: [CH3:29][O:25][C:24]([C:23]1[C:17]2[O:16][B:15]([OH:27])[C@@H:14]([NH:13][C:11](=[O:12])[CH2:10][C:6]3[CH:5]=[C:4]4[C:9](=[CH:8][CH:7]=3)[CH2:1][NH:2][CH2:3]4)[CH2:19][C:18]=2[CH:20]=[CH:21][CH:22]=1)=[O:26]. (2) Given the reactants [Cl:1][C:2]1[CH:16]=[CH:15][C:5]([C:6]([C:8]2[CH:13]=[CH:12][C:11]([OH:14])=[CH:10][CH:9]=2)=[O:7])=[CH:4][CH:3]=1.[O:17]1[CH:22]=[CH:21][CH2:20][CH2:19][CH2:18]1.C1(C)C=CC(S(O)(=O)=O)=CC=1.[OH-].[Na+], predict the reaction product. The product is: [Cl:1][C:2]1[CH:16]=[CH:15][C:5]([C:6]([C:8]2[CH:13]=[CH:12][C:11]([O:14][CH:18]3[CH2:19][CH2:20][CH2:21][CH2:22][O:17]3)=[CH:10][CH:9]=2)=[O:7])=[CH:4][CH:3]=1. (3) Given the reactants FC(F)(F)C(O)=O.C([SiH](CC)CC)C.C1(C([O:28][C:29]([C:31]2[N:32]3[CH:35]([CH2:36][CH2:37][C:38]=2[S:39][C:40]2[S:41][C:42]([NH2:45])=[N:43][N:44]=2)[C@@H:34]([NH:46][C:47](=[O:77])/[C:48](/[C:70]2[N:71]=[C:72]([NH2:76])[S:73][C:74]=2[Cl:75])=[N:49]\[O:50]C(C2C=CC=CC=2)(C2C=CC=CC=2)C2C=CC=CC=2)[C:33]3=[O:78])=[O:30])C2C=CC=CC=2)C=CC=CC=1, predict the reaction product. The product is: [NH2:76][C:72]1[S:73][C:74]([Cl:75])=[C:70](/[C:48](=[N:49]/[OH:50])/[C:47]([NH:46][C@H:34]2[C:33](=[O:78])[N:32]3[CH:35]2[CH2:36][CH2:37][C:38]([S:39][C:40]2[S:41][C:42]([NH2:45])=[N:43][N:44]=2)=[C:31]3[C:29]([OH:30])=[O:28])=[O:77])[N:71]=1. (4) Given the reactants I[C:2]1[N:6]2[N:7]=[CH:8][C:9]([C:11]3[CH:12]=[C:13]([CH:18]=[CH:19][CH:20]=3)[C:14]([O:16][CH3:17])=[O:15])=[CH:10][C:5]2=[N:4][CH:3]=1.CC1(C)C(C)(C)OB([C:29]2[CH:30]=[C:31]([NH:35][C:36]([NH:38][CH2:39][C:40]([F:43])([F:42])[F:41])=[O:37])[CH:32]=[CH:33][CH:34]=2)O1.C(=O)([O-])[O-].[Na+].[Na+], predict the reaction product. The product is: [F:41][C:40]([F:42])([F:43])[CH2:39][NH:38][C:36]([NH:35][C:31]1[CH:32]=[C:33]([C:2]2[N:6]3[N:7]=[CH:8][C:9]([C:11]4[CH:12]=[C:13]([CH:18]=[CH:19][CH:20]=4)[C:14]([O:16][CH3:17])=[O:15])=[CH:10][C:5]3=[N:4][CH:3]=2)[CH:34]=[CH:29][CH:30]=1)=[O:37]. (5) Given the reactants Cl.[OH:2][CH2:3][C:4]([OH:6])=O.[CH2:7]([C@H:14]1[CH2:18][NH:17][C@H:16]([C:19]([NH:21][C:22]2[CH:27]=[CH:26][C:25]([O:28][C:29]3[CH:34]=[CH:33][C:32]([F:35])=[CH:31][CH:30]=3)=[CH:24][CH:23]=2)=[O:20])[CH2:15]1)[C:8]1[CH:13]=[CH:12][CH:11]=[CH:10][CH:9]=1, predict the reaction product. The product is: [CH2:7]([C@H:14]1[CH2:18][N:17]([C:4](=[O:6])[CH2:3][OH:2])[C@H:16]([C:19]([NH:21][C:22]2[CH:27]=[CH:26][C:25]([O:28][C:29]3[CH:30]=[CH:31][C:32]([F:35])=[CH:33][CH:34]=3)=[CH:24][CH:23]=2)=[O:20])[CH2:15]1)[C:8]1[CH:9]=[CH:10][CH:11]=[CH:12][CH:13]=1. (6) Given the reactants Br[C:2]1[CH:3]=[C:4]([CH2:19][C:20]([CH3:26])([CH3:25])[CH2:21][C:22]([OH:24])=[O:23])[CH:5]=[CH:6][C:7]=1[O:8][CH2:9][CH2:10][CH2:11][NH:12][C:13]1[CH:18]=[CH:17][CH:16]=[CH:15][N:14]=1.O.[CH3:28][N:29](C=O)C, predict the reaction product. The product is: [C:28]([C:2]1[CH:3]=[C:4]([CH2:19][C:20]([CH3:26])([CH3:25])[CH2:21][C:22]([OH:24])=[O:23])[CH:5]=[CH:6][C:7]=1[O:8][CH2:9][CH2:10][CH2:11][NH:12][C:13]1[CH:18]=[CH:17][CH:16]=[CH:15][N:14]=1)#[N:29]. (7) Given the reactants Br[C:2]1[N:6]([C:7]([O:9][C:10]([CH3:13])([CH3:12])[CH3:11])=[O:8])[C:5]([C:14]([O:16][CH2:17][C:18]2[CH:23]=[CH:22][CH:21]=[CH:20][CH:19]=2)=[O:15])=[CH:4][CH:3]=1.[CH3:24][O:25][CH2:26][C@H:27]([CH3:45])[O:28][C:29]1[CH:30]=[C:31]([OH:44])[CH:32]=[C:33](B2OC(C)(C)C(C)(C)O2)[CH:34]=1.C(=O)([O-])[O-].[K+].[K+], predict the reaction product. The product is: [OH:44][C:31]1[CH:32]=[C:33]([C:2]2[N:6]([C:7]([O:9][C:10]([CH3:13])([CH3:12])[CH3:11])=[O:8])[C:5]([C:14]([O:16][CH2:17][C:18]3[CH:23]=[CH:22][CH:21]=[CH:20][CH:19]=3)=[O:15])=[CH:4][CH:3]=2)[CH:34]=[C:29]([O:28][C@@H:27]([CH3:45])[CH2:26][O:25][CH3:24])[CH:30]=1.